This data is from NCI-60 drug combinations with 297,098 pairs across 59 cell lines. The task is: Regression. Given two drug SMILES strings and cell line genomic features, predict the synergy score measuring deviation from expected non-interaction effect. Drug 1: C1=CC(=CC=C1CC(C(=O)O)N)N(CCCl)CCCl.Cl. Drug 2: CCC1(CC2CC(C3=C(CCN(C2)C1)C4=CC=CC=C4N3)(C5=C(C=C6C(=C5)C78CCN9C7C(C=CC9)(C(C(C8N6C=O)(C(=O)OC)O)OC(=O)C)CC)OC)C(=O)OC)O.OS(=O)(=O)O. Cell line: HCT116. Synergy scores: CSS=31.0, Synergy_ZIP=4.96, Synergy_Bliss=7.22, Synergy_Loewe=-3.99, Synergy_HSA=4.79.